From a dataset of Forward reaction prediction with 1.9M reactions from USPTO patents (1976-2016). Predict the product of the given reaction. Given the reactants C1(C)C=CC=CC=1.Br[C:9]1[CH:13]=[CH:12][O:11][CH:10]=1.[CH:14]([C:16]1[CH:17]=[C:18](B(O)O)[CH:19]=[CH:20][CH:21]=1)=[O:15].C([O-])([O-])=O.[K+].[K+], predict the reaction product. The product is: [O:11]1[CH:12]=[CH:13][C:9]([C:20]2[CH:21]=[C:16]([CH:17]=[CH:18][CH:19]=2)[CH:14]=[O:15])=[CH:10]1.